Predict the reaction yield, written as a fraction of the theoretical maximum amount of product (1.0 means a 100% yield; for example, 0.34 means a 34% yield). From a dataset of Reaction yield outcomes from USPTO patents with 853,638 reactions. The reactants are [O:1]1[CH2:6][CH2:5][CH:4]([C:7]([OH:9])=O)[CH2:3][CH2:2]1.CN(C(ON1N=NC2C=CC=NC1=2)=[N+](C)C)C.F[P-](F)(F)(F)(F)F.[CH2:34]([C@@H:36]1[NH:42][CH2:41][C:40]2[CH:43]=[CH:44][C:45]([C:47]([O:49][CH3:50])=[O:48])=[CH:46][C:39]=2[O:38][CH2:37]1)[CH3:35].CCN(C(C)C)C(C)C. The catalyst is CN(C=O)C.O. The product is [CH2:34]([C@@H:36]1[N:42]([C:7]([CH:4]2[CH2:3][CH2:2][O:1][CH2:6][CH2:5]2)=[O:9])[CH2:41][C:40]2[CH:43]=[CH:44][C:45]([C:47]([O:49][CH3:50])=[O:48])=[CH:46][C:39]=2[O:38][CH2:37]1)[CH3:35]. The yield is 0.680.